Dataset: Catalyst prediction with 721,799 reactions and 888 catalyst types from USPTO. Task: Predict which catalyst facilitates the given reaction. (1) Reactant: [N:1]([CH2:4][C@@H:5]([NH:9][C:10](=[O:16])[O:11][C:12]([CH3:15])([CH3:14])[CH3:13])[CH2:6][O:7][CH3:8])=[N+]=[N-]. Product: [NH2:1][CH2:4][C@@H:5]([NH:9][C:10](=[O:16])[O:11][C:12]([CH3:14])([CH3:13])[CH3:15])[CH2:6][O:7][CH3:8]. The catalyst class is: 19. (2) Product: [F:47][C:27]1[C:26]([C:5]#[C:4][C:3]([OH:13])([CH3:14])[CH2:2][F:1])=[CH:46][C:30]2[C:31]3[N:32]([C:36]([C:42]([NH:44][CH3:45])=[O:43])=[C:37]([C:39]([NH2:41])=[O:40])[N:38]=3)[CH2:33][CH2:34][O:35][C:29]=2[CH:28]=1.[F:47][C:27]1[C:26]([C:5]#[C:4][C:3]([OH:13])([CH3:14])[CH2:2][O:18][CH3:15])=[CH:46][C:30]2[C:31]3[N:32]([C:36]([C:42]([NH:44][CH3:45])=[O:43])=[C:37]([C:39]([NH2:41])=[O:40])[N:38]=3)[CH2:33][CH2:34][O:35][C:29]=2[CH:28]=1. Reactant: [F:1][CH2:2][C:3]([CH3:14])([OH:13])[C:4]#[C:5][Si](CC)(CC)CC.[C:15](=[O:18])([O-])[O-].[K+].[K+].C(=O)([O-])[O-].Br[C:26]1[C:27]([F:47])=[CH:28][C:29]2[O:35][CH2:34][CH2:33][N:32]3[C:36]([C:42]([NH:44][CH3:45])=[O:43])=[C:37]([C:39]([NH2:41])=[O:40])[N:38]=[C:31]3[C:30]=2[CH:46]=1. The catalyst class is: 5.